Dataset: Full USPTO retrosynthesis dataset with 1.9M reactions from patents (1976-2016). Task: Predict the reactants needed to synthesize the given product. (1) Given the product [NH2:8][O:9][CH2:10][C:11]([NH:13][CH2:14][C:15](=[O:53])[N:16]([CH2:35][CH2:36][CH2:37][CH2:38][CH2:39][CH2:40][CH2:41][CH2:42][CH2:43][CH2:44][CH2:45][CH2:46][CH2:47][CH2:48][CH2:49][CH2:50][CH2:51][CH3:52])[CH2:17][CH2:18][CH2:19][CH2:20][CH2:21][CH2:22][CH2:23][CH2:24][CH2:25][CH2:26][CH2:27][CH2:28][CH2:29][CH2:30][CH2:31][CH2:32][CH2:33][CH3:34])=[O:12], predict the reactants needed to synthesize it. The reactants are: C([NH:8][O:9][CH2:10][C:11]([NH:13][CH2:14][C:15](=[O:53])[N:16]([CH2:35][CH2:36][CH2:37][CH2:38][CH2:39][CH2:40][CH2:41][CH2:42][CH2:43][CH2:44][CH2:45][CH2:46][CH2:47][CH2:48][CH2:49][CH2:50][CH2:51][CH3:52])[CH2:17][CH2:18][CH2:19][CH2:20][CH2:21][CH2:22][CH2:23][CH2:24][CH2:25][CH2:26][CH2:27][CH2:28][CH2:29][CH2:30][CH2:31][CH2:32][CH2:33][CH3:34])=[O:12])(OC(C)(C)C)=O.C(O)(C(F)(F)F)=O. (2) Given the product [C:1]([O:5][C:6](=[O:7])[NH:8][C:9]1[CH:10]=[C:11]2[C:15](=[CH:16][CH:17]=1)[CH2:14][C@H:13]([CH2:18][I:30])[CH2:12]2)([CH3:4])([CH3:3])[CH3:2], predict the reactants needed to synthesize it. The reactants are: [C:1]([O:5][C:6]([NH:8][C:9]1[CH:10]=[C:11]2[C:15](=[CH:16][CH:17]=1)[CH2:14][C@H:13]([CH2:18]OS(C1C=CC(C)=CC=1)(=O)=O)[CH2:12]2)=[O:7])([CH3:4])([CH3:3])[CH3:2].[I-:30].[Li+]. (3) Given the product [CH3:22][S:23]([O:26][C@@H:27]([CH3:28])[CH2:29][CH2:30][C:18]1([C:16]([O:15][CH2:13][CH3:14])=[O:17])[CH2:21][CH2:20][CH2:19]1)(=[O:25])=[O:24], predict the reactants needed to synthesize it. The reactants are: C(NC(C)C)(C)C.[Li]CCCC.[CH2:13]([O:15][C:16]([CH:18]1[CH2:21][CH2:20][CH2:19]1)=[O:17])[CH3:14].[CH3:22][S:23]([O:26][C@H:27]([CH2:29][CH2:30]I)[CH3:28])(=[O:25])=[O:24]. (4) Given the product [CH:32]1([CH2:31][C@H:15]([C:7]2[CH:8]=[CH:9][C:10]([S:11]([CH3:14])(=[O:12])=[O:13])=[C:5]([O:2][CH3:1])[CH:6]=2)[C:16]([OH:17])=[O:37])[CH2:33][CH2:34][CH2:35][CH2:36]1, predict the reactants needed to synthesize it. The reactants are: [CH3:1][OH:2].[Na].Cl[C:5]1[CH:6]=[C:7]([C@@H:15]([CH2:31][CH:32]2[CH2:36][CH2:35][CH2:34][CH2:33]2)[C:16](NC2C=CN(CCC(=O)N(C)C)N=2)=[O:17])[CH:8]=[CH:9][C:10]=1[S:11]([CH3:14])(=[O:13])=[O:12].[OH2:37].